From a dataset of Forward reaction prediction with 1.9M reactions from USPTO patents (1976-2016). Predict the product of the given reaction. (1) Given the reactants Br[C:2]1[CH:3]=[CH:4][C:5]2[N:11]3[C:12]([CH3:15])=[N:13][N:14]=[C:10]3[CH2:9][CH2:8][N:7]([C:16]3[CH:21]=[CH:20][C:19]([Cl:22])=[CH:18][CH:17]=3)[C:6]=2[CH:23]=1.CC1(C)C(C)(C)OB([C:32]2[CH:33]=[CH:34][C:35]([NH2:38])=[N:36][CH:37]=2)O1.C([O-])([O-])=O.[Cs+].[Cs+], predict the reaction product. The product is: [Cl:22][C:19]1[CH:20]=[CH:21][C:16]([N:7]2[CH2:8][CH2:9][C:10]3=[N:14][N:13]=[C:12]([CH3:15])[N:11]3[C:5]3[CH:4]=[CH:3][C:2]([C:32]4[CH:33]=[CH:34][C:35]([NH2:38])=[N:36][CH:37]=4)=[CH:23][C:6]2=3)=[CH:17][CH:18]=1. (2) Given the reactants [CH2:1]([CH:3]1[N:12]2[C:7](=[CH:8][C:9](=[O:18])[C:10]([C:13]([O:15][CH2:16][CH3:17])=[O:14])=[CH:11]2)[C:6]2[CH:19]=[C:20]([O:24][CH3:25])[C:21]([OH:23])=[CH:22][C:5]=2[CH2:4]1)[CH3:2].Br[CH2:27][CH:28]([CH3:30])[CH3:29].C([O-])([O-])=O.[K+].[K+], predict the reaction product. The product is: [CH2:1]([CH:3]1[N:12]2[C:7](=[CH:8][C:9](=[O:18])[C:10]([C:13]([O:15][CH2:16][CH3:17])=[O:14])=[CH:11]2)[C:6]2[CH:19]=[C:20]([O:24][CH3:25])[C:21]([O:23][CH2:27][CH:28]([CH3:30])[CH3:29])=[CH:22][C:5]=2[CH2:4]1)[CH3:2]. (3) Given the reactants [OH:1][C:2]1[CH:3]=[C:4]2[C:8](=[CH:9][CH:10]=1)[C:7](=[O:11])[CH2:6][CH2:5]2.[NH:12]1[C:20]2[C:15](=[CH:16][CH:17]=[CH:18][CH:19]=2)[C:14]([CH:21]=O)=[CH:13]1.[OH-].[Na+].O, predict the reaction product. The product is: [NH:12]1[C:20]2[C:15](=[CH:16][CH:17]=[CH:18][CH:19]=2)[C:14](/[CH:21]=[C:6]2/[C:7](=[O:11])[C:8]3[C:4]([CH2:5]/2)=[CH:3][C:2]([OH:1])=[CH:10][CH:9]=3)=[CH:13]1.